Predict the product of the given reaction. From a dataset of Forward reaction prediction with 1.9M reactions from USPTO patents (1976-2016). (1) Given the reactants C[O:2][C:3]1[N:8]=[CH:7][C:6]([C:9]2[N:18]=[C:17]([N:19]3[CH2:24][CH2:23][O:22][CH2:21][CH2:20]3)[C:16]3[C:11](=[C:12]4[CH:27]=[CH:26][N:25]([CH3:28])[C:13]4=[CH:14][CH:15]=3)[N:10]=2)=[CH:5][N:4]=1.CO, predict the reaction product. The product is: [CH3:28][N:25]1[C:13]2=[CH:14][CH:15]=[C:16]3[C:11]([N:10]=[C:9]([C:6]4[CH:5]=[N:4][C:3]([OH:2])=[N:8][CH:7]=4)[N:18]=[C:17]3[N:19]3[CH2:24][CH2:23][O:22][CH2:21][CH2:20]3)=[C:12]2[CH:27]=[CH:26]1. (2) Given the reactants C([O:3][C:4](=O)[CH2:5][O:6][C@@H:7]([C:21]1[CH:26]=[CH:25][CH:24]=[C:23]([F:27])[C:22]=1[C:28]1[CH:33]=[CH:32][CH:31]=[C:30]([CH3:34])[CH:29]=1)[C@@H:8]1[O:13][CH2:12][CH2:11][N:10]([C:14]([O:16][C:17]([CH3:20])([CH3:19])[CH3:18])=[O:15])[CH2:9]1)C.[BH4-].[Na+], predict the reaction product. The product is: [F:27][C:23]1[C:22]([C:28]2[CH:33]=[CH:32][CH:31]=[C:30]([CH3:34])[CH:29]=2)=[C:21]([C@H:7]([O:6][CH2:5][CH2:4][OH:3])[C@@H:8]2[O:13][CH2:12][CH2:11][N:10]([C:14]([O:16][C:17]([CH3:18])([CH3:19])[CH3:20])=[O:15])[CH2:9]2)[CH:26]=[CH:25][CH:24]=1. (3) Given the reactants [N+](C1[CH:12]=[C:11]2C(CC[CH:10]2[C:13]([OH:15])=[O:14])=CC=1)([O-])=O.[C-]#[N:17].[K+].[C:19]([O:27]CC)(=[O:26])[CH2:20][C:21](OCC)=O.[CH2:30]1[C:38]2[C:33](=[CH:34][CH:35]=[CH:36][CH:37]=2)[CH2:32][CH2:31]1, predict the reaction product. The product is: [C:13]([NH:17][C:36]1[CH:35]=[C:34]2[C:33]([CH2:32][CH2:31][CH:21]2[CH2:20][C:19]([OH:27])=[O:26])=[CH:38][CH:37]=1)(=[O:15])[CH3:10].[C:19]([NH:17][C:36]1[CH:37]=[C:38]2[C:33]([CH2:32][CH2:31][CH:30]2[CH2:11][CH2:10][C:13]([OH:15])=[O:14])=[CH:34][CH:35]=1)(=[O:27])[CH3:20].[C:19]([NH:17][C:36]1[CH:37]=[C:38]2[C:33]([CH2:32][CH2:31][CH:30]2[CH2:12][CH2:11][CH2:10][C:13]([OH:15])=[O:14])=[CH:34][CH:35]=1)(=[O:27])[CH3:20]. (4) Given the reactants [CH2:1]([O:3][C:4]1[CH:5]=[C:6]([CH:28]=[CH:29][C:30]=1[O:31][CH2:32][CH3:33])[CH2:7][O:8][C:9]1[CH:10]=[C:11]2[C:15](=[CH:16][CH:17]=1)[N:14]1[CH2:18][CH2:19][CH2:20][CH:21]([CH2:22][C:23]([O:25]CC)=[O:24])[C:13]1=[CH:12]2)[CH3:2].[Li+].[OH-].Cl, predict the reaction product. The product is: [CH2:1]([O:3][C:4]1[CH:5]=[C:6]([CH:28]=[CH:29][C:30]=1[O:31][CH2:32][CH3:33])[CH2:7][O:8][C:9]1[CH:10]=[C:11]2[C:15](=[CH:16][CH:17]=1)[N:14]1[CH2:18][CH2:19][CH2:20][CH:21]([CH2:22][C:23]([OH:25])=[O:24])[C:13]1=[CH:12]2)[CH3:2]. (5) Given the reactants [CH3:1][C:2]1[C:11]2[C:6](=[CH:7][C:8]([CH3:12])=[CH:9][CH:10]=2)[C:5]([N+:13]([O-])=O)=[CH:4][CH:3]=1, predict the reaction product. The product is: [CH3:1][C:2]1[C:11]2[C:6](=[CH:7][C:8]([CH3:12])=[CH:9][CH:10]=2)[C:5]([NH2:13])=[CH:4][CH:3]=1. (6) Given the reactants Cl[C:2]1[CH:7]=[CH:6][N:5]=[C:4]2[NH:8][CH:9]=[CH:10][C:3]=12.[CH2:11]([O:18][C:19]1[CH:24]=[CH:23][C:22]([OH:25])=[CH:21][CH:20]=1)[C:12]1[CH:17]=[CH:16][CH:15]=[CH:14][CH:13]=1.C(O)(C(F)(F)F)=O, predict the reaction product. The product is: [CH2:11]([O:18][C:19]1[CH:20]=[CH:21][C:22]([O:25][C:2]2[CH:7]=[CH:6][N:5]=[C:4]3[NH:8][CH:9]=[CH:10][C:3]=23)=[CH:23][CH:24]=1)[C:12]1[CH:13]=[CH:14][CH:15]=[CH:16][CH:17]=1. (7) Given the reactants [NH:1]1[C:9]2[C:4](=[CH:5][CH:6]=[CH:7][CH:8]=2)[C:3]([CH2:10][C@H:11]([NH2:13])[CH3:12])=[CH:2]1.O1CCOCC1.C(N(C(C)C)CC)(C)C.[F:29][C:30]([CH3:41])([CH3:40])[CH2:31]OS(C(F)(F)F)(=O)=O, predict the reaction product. The product is: [NH:1]1[C:9]2[C:4](=[CH:5][CH:6]=[CH:7][CH:8]=2)[C:3]([CH2:10][C@H:11]([NH:13][CH2:31][C:30]([F:29])([CH3:41])[CH3:40])[CH3:12])=[CH:2]1. (8) Given the reactants [F:1][C:2]([F:26])([F:25])[C:3]1[CH:8]=[C:7]([C:9]([F:12])([F:11])[F:10])[CH:6]=[CH:5][C:4]=1[C:13]1[CH:14]=[CH:15][C:16]([CH2:19]OS(C)(=O)=O)=[N:17][CH:18]=1.[F:27][C:28]1[C:33]([F:34])=[CH:32][CH:31]=[CH:30][C:29]=1[C:35]1[N:43]=[C:38]2[CH:39]=[N:40][NH:41][CH:42]=[C:37]2[N:36]=1, predict the reaction product. The product is: [F:1][C:2]([F:26])([F:25])[C:3]1[CH:8]=[C:7]([C:9]([F:12])([F:11])[F:10])[CH:6]=[CH:5][C:4]=1[C:13]1[CH:14]=[CH:15][C:16]([CH2:19][N:40]2[CH:39]=[C:38]3[N:43]=[C:35]([C:29]4[CH:30]=[CH:31][CH:32]=[C:33]([F:34])[C:28]=4[F:27])[N:36]=[C:37]3[CH:42]=[N:41]2)=[N:17][CH:18]=1. (9) Given the reactants [Cl:1][C:2]1[CH:3]=[C:4]([CH:6]=[CH:7][C:8]=1[CH3:9])[NH2:5].[NH:10]([CH2:14][CH2:15]O)[CH2:11][CH2:12]O, predict the reaction product. The product is: [Cl:1][C:2]1[CH:3]=[C:4]([N:5]2[CH2:15][CH2:14][NH:10][CH2:11][CH2:12]2)[CH:6]=[CH:7][C:8]=1[CH3:9]. (10) Given the reactants C[O:2][C:3](=[O:18])[C:4]1[CH:9]=[CH:8][C:7]([C:10]2([OH:17])[CH2:15][CH2:14][C:13](=O)[CH2:12][CH2:11]2)=[CH:6][CH:5]=1.[NH:19]1[CH2:22][CH:21]([NH:23][C:24]([CH2:26][NH:27][C:28](=[O:39])[C:29]2[CH:34]=[CH:33][CH:32]=[C:31]([C:35]([F:38])([F:37])[F:36])[CH:30]=2)=[O:25])[CH2:20]1, predict the reaction product. The product is: [OH:17][C:10]1([C:7]2[CH:8]=[CH:9][C:4]([C:3]([OH:2])=[O:18])=[CH:5][CH:6]=2)[CH2:15][CH2:14][CH:13]([N:19]2[CH2:22][CH:21]([NH:23][C:24](=[O:25])[CH2:26][NH:27][C:28](=[O:39])[C:29]3[CH:34]=[CH:33][CH:32]=[C:31]([C:35]([F:37])([F:38])[F:36])[CH:30]=3)[CH2:20]2)[CH2:12][CH2:11]1.